This data is from Full USPTO retrosynthesis dataset with 1.9M reactions from patents (1976-2016). The task is: Predict the reactants needed to synthesize the given product. (1) Given the product [CH3:18][O:17][C:13]1[CH:12]=[C:11]([CH:4]([C:5]2[CH:10]=[CH:9][CH:8]=[CH:7][CH:6]=2)[CH2:3][CH2:2][C:19]#[N:20])[CH:16]=[CH:15][CH:14]=1, predict the reactants needed to synthesize it. The reactants are: Br[CH2:2][CH2:3][CH:4]([C:11]1[CH:12]=[C:13]([O:17][CH3:18])[CH:14]=[CH:15][CH:16]=1)[C:5]1[CH:10]=[CH:9][CH:8]=[CH:7][CH:6]=1.[C-:19]#[N:20].[K+]. (2) Given the product [F:1][C:2]([F:7])([F:6])[C:3]([OH:5])=[O:4].[F:1][C:2]([F:7])([F:6])[C:3]([OH:5])=[O:4].[Cl:8][C:9]1[CH:10]=[N:11][C:12]2[NH:13][C:14]3[CH:15]=[CH:16][CH:17]=[C:18]([CH:32]=3)[CH2:19][CH2:20][C:21]3[CH:29]=[C:25]([NH:26][C:27]=1[N:28]=2)[CH:24]=[CH:23][C:22]=3[CH2:30][NH:33][C@@H:34]1[CH2:38][CH2:37][N:36]([C:39]([O:41][C:42]([CH3:45])([CH3:44])[CH3:43])=[O:40])[CH2:35]1, predict the reactants needed to synthesize it. The reactants are: [F:1][C:2]([F:7])([F:6])[C:3]([OH:5])=[O:4].[Cl:8][C:9]1[CH:10]=[N:11][C:12]2[NH:13][C:14]3[CH:15]=[CH:16][CH:17]=[C:18]([CH:32]=3)[CH2:19][CH2:20][C:21]3[CH:29]=[C:25]([NH:26][C:27]=1[N:28]=2)[CH:24]=[CH:23][C:22]=3[CH2:30]O.[NH2:33][C@@H:34]1[CH2:38][CH2:37][N:36]([C:39]([O:41][C:42]([CH3:45])([CH3:44])[CH3:43])=[O:40])[CH2:35]1. (3) Given the product [Cl:1][C:2]1[C:3]([C:17]2[CH:22]=[N:21][CH:20]=[C:19]([NH:23][CH2:24][CH:25]3[CH2:30][CH2:29][O:28][CH2:27][CH2:26]3)[N:18]=2)=[CH:4][C:5]([NH:8][C:9]([C@@H:11]2[CH2:16][CH2:15][CH2:14][N:13]([CH2:38][CH2:39][O:40][CH3:41])[CH2:12]2)=[O:10])=[N:6][CH:7]=1, predict the reactants needed to synthesize it. The reactants are: [Cl:1][C:2]1[C:3]([C:17]2[CH:22]=[N:21][CH:20]=[C:19]([NH:23][CH2:24][CH:25]3[CH2:30][CH2:29][O:28][CH2:27][CH2:26]3)[N:18]=2)=[CH:4][C:5]([NH:8][C:9]([C@@H:11]2[CH2:16][CH2:15][CH2:14][NH:13][CH2:12]2)=[O:10])=[N:6][CH:7]=1.C(=O)([O-])[O-].[K+].[K+].Br[CH2:38][CH2:39][O:40][CH3:41]. (4) Given the product [NH2:1][C:2]1[N:3]=[C:21]([NH:20][C:17]2[CH:16]=[CH:15][C:14]([O:13][CH2:12][CH2:11][NH:10][CH:23]([CH3:24])[CH3:25])=[CH:19][CH:18]=2)[S:22][C:28]=1[C:29]([C:31]1[CH:40]=[CH:39][C:34]2[O:35][CH2:36][CH2:37][O:38][C:33]=2[CH:32]=1)=[O:30], predict the reactants needed to synthesize it. The reactants are: [N:1]#[C:2][NH2:3].C(OC(=O)[N:10]([CH:23]([CH3:25])[CH3:24])[CH2:11][CH2:12][O:13][C:14]1[CH:19]=[CH:18][C:17]([N:20]=[C:21]=[S:22])=[CH:16][CH:15]=1)(C)(C)C.Br[CH2:28][C:29]([C:31]1[CH:40]=[CH:39][C:34]2[O:35][CH2:36][CH2:37][O:38][C:33]=2[CH:32]=1)=[O:30]. (5) Given the product [C:1]([O:5][C:6]([NH:8][C@@H:9]([CH3:13])[C:10]([N:29]1[CH2:30][CH2:31][CH:32]([O:35][CH2:36][C:37]([O:39][CH2:40][CH3:41])=[O:38])[CH2:33][CH2:34]1)=[O:12])=[O:7])([CH3:2])([CH3:3])[CH3:4], predict the reactants needed to synthesize it. The reactants are: [C:1]([O:5][C:6]([NH:8][C@@H:9]([CH3:13])[C:10]([OH:12])=O)=[O:7])([CH3:4])([CH3:3])[CH3:2].C(Cl)(=O)C(C)(C)C.C(N(CC)CC)C.Cl.[NH:29]1[CH2:34][CH2:33][CH:32]([O:35][CH2:36][C:37]([O:39][CH2:40][CH3:41])=[O:38])[CH2:31][CH2:30]1. (6) Given the product [O:15]=[CH:10][CH2:9][CH2:8][CH2:7][CH2:2][C:1]([O:4][CH3:5])=[O:3], predict the reactants needed to synthesize it. The reactants are: [C:1]([O:4][CH2:5]C)(=[O:3])[CH3:2].[CH3:7][CH2:8][CH2:9][CH2:10]CC.C([O:15]CC)C.